The task is: Predict the reactants needed to synthesize the given product.. This data is from Full USPTO retrosynthesis dataset with 1.9M reactions from patents (1976-2016). (1) Given the product [C:7]([C:5]1[N:6]=[C:2]([C:21]2[CH:20]=[CH:19][C:14]([C:15]([O:17][CH3:18])=[O:16])=[CH:13][C:12]=2[CH3:11])[S:3][CH:4]=1)([CH3:10])([CH3:9])[CH3:8], predict the reactants needed to synthesize it. The reactants are: Br[C:2]1[S:3][CH:4]=[C:5]([C:7]([CH3:10])([CH3:9])[CH3:8])[N:6]=1.[CH3:11][C:12]1[CH:13]=[C:14]([CH:19]=[CH:20][C:21]=1B1OC(C)(C)C(C)(C)O1)[C:15]([O:17][CH3:18])=[O:16].C(=O)([O-])[O-].[K+].[K+]. (2) The reactants are: [CH2:1]([O:8][C:9]([NH:11][C@H:12]([C:24]([OH:26])=O)[CH2:13][CH2:14][CH2:15][NH:16][C:17]([O:19][C:20]([CH3:23])([CH3:22])[CH3:21])=[O:18])=[O:10])[C:2]1[CH:7]=[CH:6][CH:5]=[CH:4][CH:3]=1.[NH:27]1[CH2:31][CH2:30][CH2:29][CH2:28]1. Given the product [CH2:1]([O:8][C:9]([NH:11][C@H:12]([C:24](=[O:26])[N:27]1[CH2:31][CH2:30][CH2:29][CH2:28]1)[CH2:13][CH2:14][CH2:15][NH:16][C:17]([O:19][C:20]([CH3:21])([CH3:22])[CH3:23])=[O:18])=[O:10])[C:2]1[CH:3]=[CH:4][CH:5]=[CH:6][CH:7]=1, predict the reactants needed to synthesize it. (3) The reactants are: C12CC(CC1)C=C2B(O)O.[CH2:11]([CH:13]1[CH2:18][CH2:17][C:16]([C:19]2[N:24]=[C:23]([CH2:25][NH:26][C@H:27]([CH:30]([CH3:32])[CH3:31])[CH2:28][OH:29])[C:22]([F:33])=[CH:21][CH:20]=2)=[CH:15][CH2:14]1)[CH3:12]. Given the product [CH2:11]([CH:13]1[CH2:18][CH2:17][C:16]([C:19]2[N:24]=[C:23]([CH2:25][NH:26][C@H:27]([CH:30]([CH3:32])[CH3:31])[CH2:28][OH:29])[C:22]([F:33])=[CH:21][CH:20]=2)=[CH:15][CH2:14]1)[CH3:12].[CH2:11]([CH:13]1[CH2:14][CH2:15][CH:16]([C:19]2[N:24]=[C:23]([CH2:25][NH:26][C@H:27]([CH:30]([CH3:32])[CH3:31])[CH2:28][OH:29])[C:22]([F:33])=[CH:21][CH:20]=2)[CH2:17][CH2:18]1)[CH3:12], predict the reactants needed to synthesize it. (4) Given the product [Cl:3][C:4]1[CH:5]=[CH:6][C:7]([C:10]2[CH:11]=[CH:12][C:13](/[C:16](/[CH3:36])=[CH:17]/[CH2:18][O:19][C:20]3[CH:25]=[CH:24][C:23]([CH2:26][C@H:27]([O:33][CH2:34][CH3:35])[C:28]([OH:30])=[O:29])=[CH:22][CH:21]=3)=[CH:14][CH:15]=2)=[CH:8][CH:9]=1, predict the reactants needed to synthesize it. The reactants are: [OH-].[Na+].[Cl:3][C:4]1[CH:9]=[CH:8][C:7]([C:10]2[CH:15]=[CH:14][C:13](/[C:16](/[CH3:36])=[CH:17]/[CH2:18][O:19][C:20]3[CH:25]=[CH:24][C:23]([CH2:26][C@H:27]([O:33][CH2:34][CH3:35])[C:28]([O:30]CC)=[O:29])=[CH:22][CH:21]=3)=[CH:12][CH:11]=2)=[CH:6][CH:5]=1.